From a dataset of Reaction yield outcomes from USPTO patents with 853,638 reactions. Predict the reaction yield, written as a fraction of the theoretical maximum amount of product (1.0 means a 100% yield; for example, 0.34 means a 34% yield). The reactants are [CH3:1][O:2][C:3]1[CH:4]=[C:5]2[C:10](=[CH:11][C:12]=1[O:13][CH3:14])[N:9]=[C:8]([C:15]1[CH:20]=[C:19]([O:21][CH3:22])[C:18]([O:23][CH3:24])=[C:17]([O:25][CH3:26])[CH:16]=1)[N:7]=[C:6]2[C:27]([OH:29])=O.Cl.[OH:31][C:32]1[C:41]([O:42][CH3:43])=[CH:40][CH:39]=[C:38]2[C:33]=1[CH2:34][CH2:35][NH:36][CH2:37]2. No catalyst specified. The product is [CH3:1][O:2][C:3]1[CH:4]=[C:5]2[C:10](=[CH:11][C:12]=1[O:13][CH3:14])[N:9]=[C:8]([C:15]1[CH:16]=[C:17]([O:25][CH3:26])[C:18]([O:23][CH3:24])=[C:19]([O:21][CH3:22])[CH:20]=1)[N:7]=[C:6]2[C:27]([N:36]1[CH2:35][CH2:34][C:33]2[C:38](=[CH:39][CH:40]=[C:41]([O:42][CH3:43])[C:32]=2[OH:31])[CH2:37]1)=[O:29]. The yield is 0.136.